This data is from Catalyst prediction with 721,799 reactions and 888 catalyst types from USPTO. The task is: Predict which catalyst facilitates the given reaction. (1) Reactant: [CH2:1]([Li])CCC.[C:6]([O:10][C:11]([N:13]1[CH2:17][CH2:16][C:15](=O)[CH2:14]1)=[O:12])([CH3:9])([CH3:8])[CH3:7]. Product: [C:6]([O:10][C:11]([N:13]1[CH2:17][CH2:16][C:15](=[CH2:1])[CH2:14]1)=[O:12])([CH3:9])([CH3:8])[CH3:7]. The catalyst class is: 307. (2) Reactant: C1CCN2C(=NCCC2)CC1.[CH2:12]([O:14][C:15](=[O:24])[CH2:16][C:17]([CH:19]1[CH2:23][CH2:22][CH2:21][CH2:20]1)=O)[CH3:13].[N:25]([C:28]1[CH:33]=[CH:32][CH:31]=[CH:30][C:29]=1[F:34])=[N+:26]=[N-:27].O. Product: [CH:19]1([C:17]2[N:25]([C:28]3[CH:33]=[CH:32][CH:31]=[CH:30][C:29]=3[F:34])[N:26]=[N:27][C:16]=2[C:15]([O:14][CH2:12][CH3:13])=[O:24])[CH2:23][CH2:22][CH2:21][CH2:20]1. The catalyst class is: 3. (3) Reactant: [CH2:1]([N:3]1[CH:7]([CH2:8][OH:9])[CH2:6][C:5]([CH3:11])([CH3:10])[C:4]1=[O:12])[CH3:2].Cl([O-])=[O:14].[Na+].OP([O-])(O)=O.[Na+].CC1(C)N([O])C(C)(C)CCC1.Cl[O-].[Na+].ClCl.S([O-])([O-])=O.[Na+].[Na+]. Product: [CH2:1]([N:3]1[C:4](=[O:12])[C:5]([CH3:11])([CH3:10])[CH2:6][C@H:7]1[C:8]([OH:14])=[O:9])[CH3:2]. The catalyst class is: 10.